From a dataset of SARS-CoV-2 main protease (3CLPro) crystallographic fragment screen with 879 compounds. Binary Classification. Given a drug SMILES string, predict its activity (active/inactive) in a high-throughput screening assay against a specified biological target. (1) The compound is CCCC(=O)NCc1nc2ccccc2[nH]1. The result is 0 (inactive). (2) The compound is Cc1csc(CNC(=O)C2CCC2)n1. The result is 0 (inactive). (3) The compound is CC(C)(O)CNC1CCOCC1. The result is 0 (inactive).